This data is from Full USPTO retrosynthesis dataset with 1.9M reactions from patents (1976-2016). The task is: Predict the reactants needed to synthesize the given product. (1) Given the product [CH3:26][C@@H:27]1[CH2:31][CH2:30][C@@H:29]([CH3:32])[N:28]1[CH2:2][CH2:3][CH2:4][O:5][C:6]1[CH:11]=[CH:10][C:9]([C:12]2[CH:17]=[CH:16][C:15]([C:18]([N:20]([CH2:23][CH3:24])[CH2:21][CH3:22])=[O:19])=[CH:14][CH:13]=2)=[CH:8][CH:7]=1, predict the reactants needed to synthesize it. The reactants are: Cl[CH2:2][CH2:3][CH2:4][O:5][C:6]1[CH:11]=[CH:10][C:9]([C:12]2[CH:17]=[CH:16][C:15]([C:18]([N:20]([CH2:23][CH3:24])[CH2:21][CH3:22])=[O:19])=[CH:14][CH:13]=2)=[CH:8][CH:7]=1.Cl.[CH3:26][C@@H:27]1[CH2:31][CH2:30][C@@H:29]([CH3:32])[NH:28]1. (2) Given the product [Br:1][C:2]1[C:3]([OH:20])=[C:4]([C:14](=[O:19])[CH2:15][CH:16]([CH3:18])[CH3:17])[CH:5]=[CH:6][C:7]=1[O:8][CH2:9][CH2:10][CH2:11][CH2:12][O:31][C:23]1[CH:22]=[N:21][C:30]2[CH2:29][CH2:28][CH2:27][CH2:26][C:25]=2[CH:24]=1, predict the reactants needed to synthesize it. The reactants are: [Br:1][C:2]1[C:3]([OH:20])=[C:4]([C:14](=[O:19])[CH2:15][CH:16]([CH3:18])[CH3:17])[CH:5]=[CH:6][C:7]=1[O:8][CH2:9][CH2:10][CH2:11][CH2:12]Br.[N:21]1[C:30]2[CH2:29][CH2:28][CH2:27][CH2:26][C:25]=2[CH:24]=[C:23]([OH:31])[CH:22]=1. (3) Given the product [CH2:24]([O:23][C:21]([C@@:16]1([NH:15][C:14]([C@@H:9]2[CH2:10][C@@H:11]([O:13][C:44]3[C:43]4[C:38](=[CH:39][C:40]([O:47][CH3:48])=[CH:41][CH:42]=4)[N:37]=[C:36]([C:34]4[N:35]=[C:31]([NH:30][CH:27]([CH3:29])[CH3:28])[S:32][CH:33]=4)[CH:45]=3)[CH2:12][C@H:8]2[C:6]([O:5][C:1]([CH3:4])([CH3:2])[CH3:3])=[O:7])=[O:26])[CH2:18][CH:17]1[CH:19]=[CH2:20])=[O:22])[CH3:25], predict the reactants needed to synthesize it. The reactants are: [C:1]([O:5][C:6]([C@@H:8]1[CH2:12][C@@H:11]([OH:13])[CH2:10][C@H:9]1[C:14](=[O:26])[NH:15][C@:16]1([C:21]([O:23][CH2:24][CH3:25])=[O:22])[CH2:18][C@H:17]1[CH:19]=[CH2:20])=[O:7])([CH3:4])([CH3:3])[CH3:2].[CH:27]([NH:30][C:31]1[S:32][CH:33]=[C:34]([C:36]2[CH:45]=[C:44](O)[C:43]3[C:38](=[CH:39][C:40]([O:47][CH3:48])=[CH:41][CH:42]=3)[N:37]=2)[N:35]=1)([CH3:29])[CH3:28].C1C=CC(P(C2C=CC=CC=2)C2C=CC=CC=2)=CC=1.CC(OC(/N=N/C(OC(C)C)=O)=O)C. (4) Given the product [CH3:1][N:2]1[CH2:3][CH:4]=[C:5]([C:8]2[C:16]3[C:11](=[CH:12][CH:13]=[C:14]([O:17][S:24]([C:18]4[CH:23]=[CH:22][CH:21]=[CH:20][CH:19]=4)(=[O:26])=[O:25])[CH:15]=3)[NH:10][CH:9]=2)[CH2:6][CH2:7]1, predict the reactants needed to synthesize it. The reactants are: [CH3:1][N:2]1[CH2:7][CH:6]=[C:5]([C:8]2[C:16]3[C:11](=[CH:12][CH:13]=[C:14]([OH:17])[CH:15]=3)[NH:10][CH:9]=2)[CH2:4][CH2:3]1.[C:18]1([S:24](Cl)(=[O:26])=[O:25])[CH:23]=[CH:22][CH:21]=[CH:20][CH:19]=1.